This data is from Reaction yield outcomes from USPTO patents with 853,638 reactions. The task is: Predict the reaction yield, written as a fraction of the theoretical maximum amount of product (1.0 means a 100% yield; for example, 0.34 means a 34% yield). (1) The reactants are [Br:1][C:2]1[C:3](=[O:9])[NH:4][CH:5]=[C:6]([Br:8])[CH:7]=1.[CH3:10]N(C=O)C.C(=O)([O-])[O-].[K+].[K+].CI. The catalyst is O. The product is [Br:1][C:2]1[C:3](=[O:9])[N:4]([CH3:10])[CH:5]=[C:6]([Br:8])[CH:7]=1. The yield is 0.840. (2) The reactants are Cl[C:2]1[CH:3]=[CH:4][C:5]2[N:6]([C:8]([C:18]3[CH:23]=[CH:22][N:21]=[C:20]([NH2:24])[CH:19]=3)=[C:9]([C:11]3[CH:16]=[CH:15][CH:14]=[C:13]([Cl:17])[CH:12]=3)[N:10]=2)[N:7]=1.C(N(CC)CC)C. The catalyst is CN(C)C=O.[C].[Pd]. The product is [Cl:17][C:13]1[CH:12]=[C:11]([C:9]2[N:10]=[C:5]3[CH:4]=[CH:3][CH:2]=[N:7][N:6]3[C:8]=2[C:18]2[CH:23]=[CH:22][N:21]=[C:20]([NH2:24])[CH:19]=2)[CH:16]=[CH:15][CH:14]=1. The yield is 0.950. (3) The reactants are [C:1]1([S:7][C:8]2[CH:13]=[CH:12][CH:11]=[CH:10][CH:9]=2)[CH:6]=[CH:5][CH:4]=[CH:3][CH:2]=1.ClN1C(=[O:21])N(Cl)C(=O)N(Cl)C1=O.Cl[O-].[Na+].S([O-])([O-])=O.[Na+].[Na+].[OH2:35]. The catalyst is C1(C)C=CC=CC=1. The product is [C:8]1([S:7]([C:1]2[CH:2]=[CH:3][CH:4]=[CH:5][CH:6]=2)(=[O:21])=[O:35])[CH:9]=[CH:10][CH:11]=[CH:12][CH:13]=1. The yield is 0.940. (4) The reactants are [CH3:1][C:2]([OH:41])([C:4]1[CH:5]=[CH:6][CH:7]=[CH:8][C:9]=1[CH2:10][CH2:11][C@@H:12]([S:32][CH2:33][C:34]1([CH2:37][C:38]([OH:40])=[O:39])[CH2:36][CH2:35]1)[C:13]1[CH:14]=[CH:15][CH:16]=[C:17](/[CH:19]=[CH:20]/[C:21]2[CH:22]=[CH:23][C:24]3[CH:25]=[CH:26][C:27]([Cl:31])=[CH:28][C:29]=3[N:30]=2)[CH:18]=1)[CH3:3].C(N)(C)C.CC(C)([O-])C.[Na+:51].C. The catalyst is C1(C)C=CC=CC=1. The product is [CH3:3][C:2]([OH:41])([C:4]1[CH:5]=[CH:6][CH:7]=[CH:8][C:9]=1[CH2:10][CH2:11][C@@H:12]([S:32][CH2:33][C:34]1([CH2:37][C:38]([O-:40])=[O:39])[CH2:35][CH2:36]1)[C:13]1[CH:14]=[CH:15][CH:16]=[C:17](/[CH:19]=[CH:20]/[C:21]2[CH:22]=[CH:23][C:24]3[CH:25]=[CH:26][C:27]([Cl:31])=[CH:28][C:29]=3[N:30]=2)[CH:18]=1)[CH3:1].[Na+:51]. The yield is 0.780.